From a dataset of Catalyst prediction with 721,799 reactions and 888 catalyst types from USPTO. Predict which catalyst facilitates the given reaction. Reactant: C(OC([N:8]1[CH2:13][CH2:12][CH:11]([N:14]2[C:27]3[CH:26]=[CH:25][C:24]([C:28]4[CH:33]=[CH:32][N:31]=[CH:30][CH:29]=4)=[CH:23][C:22]=3[O:21][C:20]3[C:15]2=[CH:16][CH:17]=[CH:18][CH:19]=3)[CH2:10][CH2:9]1)=O)(C)(C)C.C(OC(N1CCC(N2C3C=CC(C4NN=NN=4)=CC=3OC3C2=CC=CC=3)CC1)=O)(C)(C)C.[C:66]([OH:72])([C:68]([F:71])([F:70])[F:69])=[O:67].Cl. Product: [NH:8]1[CH2:9][CH2:10][CH:11]([N:14]2[C:27]3[CH:26]=[CH:25][C:24]([C:28]4[CH:29]=[CH:30][N:31]=[CH:32][CH:33]=4)=[CH:23][C:22]=3[O:21][C:20]3[C:15]2=[CH:16][CH:17]=[CH:18][CH:19]=3)[CH2:12][CH2:13]1.[C:66]([OH:72])([C:68]([F:71])([F:70])[F:69])=[O:67]. The catalyst class is: 2.